Dataset: Full USPTO retrosynthesis dataset with 1.9M reactions from patents (1976-2016). Task: Predict the reactants needed to synthesize the given product. (1) Given the product [CH2:29]([O:31][C:32](=[O:33])[C:34]1[CH:35]=[CH:36][CH:37]=[C:38]([O:8][C:5]2[CH:6]=[CH:7][C:2]([Cl:1])=[C:3]([CH:9]([CH3:28])[C:10]([OH:15])([C:16]3[CH:17]=[CH:18][C:19]4[O:24][CH2:23][C:22](=[O:25])[N:21]([CH3:26])[C:20]=4[CH:27]=3)[C:11]([F:12])([F:13])[F:14])[CH:4]=2)[CH:39]=1)[CH3:30], predict the reactants needed to synthesize it. The reactants are: [Cl:1][C:2]1[CH:7]=[CH:6][C:5]([OH:8])=[CH:4][C:3]=1[CH:9]([CH3:28])[C:10]([C:16]1[CH:17]=[CH:18][C:19]2[O:24][CH2:23][C:22](=[O:25])[N:21]([CH3:26])[C:20]=2[CH:27]=1)([OH:15])[C:11]([F:14])([F:13])[F:12].[CH2:29]([O:31][C:32]([C:34]1[CH:35]=[C:36](B(O)O)[CH:37]=[CH:38][CH:39]=1)=[O:33])[CH3:30].N1C=CC=CC=1. (2) Given the product [NH2:1][C:4]1[CH:5]=[C:6]([NH:14][S:15]([CH3:18])(=[O:17])=[O:16])[CH:7]=[C:8]([C:10]([F:13])([F:11])[F:12])[CH:9]=1, predict the reactants needed to synthesize it. The reactants are: [N+:1]([C:4]1[CH:5]=[C:6]([NH:14][S:15]([CH3:18])(=[O:17])=[O:16])[CH:7]=[C:8]([C:10]([F:13])([F:12])[F:11])[CH:9]=1)([O-])=O.C([O-])=O.[NH4+]. (3) The reactants are: C(N(CC)CC)C.[C:8]([Si:12]([C:15]#[CH:16])([CH3:14])[CH3:13])([CH3:11])([CH3:10])[CH3:9].Br[C:18]1[C:23]([F:24])=[CH:22][C:21]([Br:25])=[CH:20][N:19]=1. Given the product [Br:25][C:21]1[CH:22]=[C:23]([F:24])[C:18]([C:16]#[C:15][Si:12]([C:8]([CH3:11])([CH3:10])[CH3:9])([CH3:14])[CH3:13])=[N:19][CH:20]=1, predict the reactants needed to synthesize it. (4) Given the product [F:37][C:18]1[S:17][C:16]([C:13]2[CH:14]=[CH:15][C:10]([C:7]3[CH:6]=[CH:5][C:4]([CH2:1][CH2:2][CH3:3])=[CH:9][CH:8]=3)=[CH:11][C:12]=2[F:21])=[CH:20][CH:19]=1, predict the reactants needed to synthesize it. The reactants are: [CH2:1]([C:4]1[CH:9]=[CH:8][C:7]([C:10]2[CH:15]=[CH:14][C:13]([C:16]3[S:17][CH:18]=[CH:19][CH:20]=3)=[C:12]([F:21])[CH:11]=2)=[CH:6][CH:5]=1)[CH2:2][CH3:3].[Li]CCCC.C1C=CC(S(N(S(C2C=CC=CC=2)(=O)=O)[F:37])(=O)=O)=CC=1.O. (5) Given the product [CH2:24]([CH:26]([CH2:29][CH2:30][CH2:31][CH3:32])[CH2:27][NH:1][C:2]1[CH:3]=[C:4]([C:8]2[N:13]3[N:14]=[CH:15][C:16]([C:17]([C:19]4[S:20][CH:21]=[CH:22][CH:23]=4)=[O:18])=[C:12]3[N:11]=[CH:10][CH:9]=2)[CH:5]=[CH:6][CH:7]=1)[CH3:25], predict the reactants needed to synthesize it. The reactants are: [NH2:1][C:2]1[CH:3]=[C:4]([C:8]2[N:13]3[N:14]=[CH:15][C:16]([C:17]([C:19]4[S:20][CH:21]=[CH:22][CH:23]=4)=[O:18])=[C:12]3[N:11]=[CH:10][CH:9]=2)[CH:5]=[CH:6][CH:7]=1.[CH2:24]([CH:26]([CH2:29][CH2:30][CH2:31][CH3:32])[CH:27]=O)[CH3:25]. (6) Given the product [C:6]1(=[O:7])[C@H:8]2[CH2:16][C:15]3[CH:14]=[CH:13][CH:12]=[CH:11][C:10]=3[N:9]2[C:3](=[O:17])[CH2:4][NH:5]1, predict the reactants needed to synthesize it. The reactants are: CO[C:3](=[O:17])[CH2:4][NH:5][C:6]([C@H:8]1[CH2:16][C:15]2[C:10](=[CH:11][CH:12]=[CH:13][CH:14]=2)[NH:9]1)=[O:7].C[O-].[Na+]. (7) Given the product [N:1]1[C:10]2[C:5](=[CH:6][C:7]([B:11]([OH:19])[OH:12])=[CH:8][CH:9]=2)[N:4]=[CH:3][CH:2]=1, predict the reactants needed to synthesize it. The reactants are: [N:1]1[C:10]2[C:5](=[CH:6][C:7]([B:11]3[O:19]C(C)(C)C(C)(C)[O:12]3)=[CH:8][CH:9]=2)[N:4]=[CH:3][CH:2]=1.O.Cl.CCOC(C)=O.